This data is from Full USPTO retrosynthesis dataset with 1.9M reactions from patents (1976-2016). The task is: Predict the reactants needed to synthesize the given product. Given the product [CH2:18]([N:3]([CH2:1][CH3:2])[C:4]([C:6]1[CH:15]=[CH:14][C:13]2[C:8](=[CH:9][CH:10]=[CH:11][CH:12]=2)[CH:7]=1)=[O:5])[CH3:19], predict the reactants needed to synthesize it. The reactants are: [CH2:1]([N:3]([CH2:18][CH3:19])[C:4]([C:6]1[CH:15]=[CH:14][C:13]2[C:8](=[CH:9][CH:10]=[CH:11][CH:12]=2)[C:7]=1OC)=[O:5])[CH3:2].CC(C[AlH]CC(C)C)C.